Task: Predict the product of the given reaction.. Dataset: Forward reaction prediction with 1.9M reactions from USPTO patents (1976-2016) (1) Given the reactants CO[C:3]([C:5]1([CH3:29])[CH2:17][C:16]2[C:15]3[C:10](=[CH:11][CH:12]=[C:13]([O:18][CH:19]([F:21])[F:20])[CH:14]=3)[NH:9][C:8]=2[CH:7]([C:22]2[CH:27]=[CH:26][CH:25]=[C:24]([OH:28])[CH:23]=2)[NH:6]1)=[O:4].[Br:30][CH2:31][CH2:32][N:33]=[C:34]=[O:35].C(=O)(O)[O-].[Na+].[CH3:41][C:42](=[O:45])[CH2:43]C, predict the reaction product. The product is: [CH:5]([O:45][CH:42]([CH3:43])[CH3:41])([CH3:17])[CH3:3].[Br:30][CH2:31][CH2:32][N:33]1[C:34](=[O:35])[N:6]2[CH:7]([C:22]3[CH:27]=[CH:26][CH:25]=[C:24]([OH:28])[CH:23]=3)[C:8]3[NH:9][C:10]4[C:15]([C:16]=3[CH2:17][C:5]2([CH3:29])[C:3]1=[O:4])=[CH:14][C:13]([O:18][CH:19]([F:21])[F:20])=[CH:12][CH:11]=4. (2) Given the reactants [NH2:1][C:2]1[CH:7]=[CH:6][CH:5]=[CH:4][C:3]=1[OH:8].[ClH:9], predict the reaction product. The product is: [ClH:9].[NH2:1][C:2]1[CH:7]=[CH:6][CH:5]=[CH:4][C:3]=1[OH:8]. (3) Given the reactants [CH3:1][C:2]1[C:10]2[C:9](=[O:11])[NH:8][CH:7]=[N:6][C:5]=2[S:4][CH:3]=1.[Cl:12][S:13](O)(=[O:15])=[O:14].S(Cl)(Cl)=O, predict the reaction product. The product is: [CH3:1][C:2]1[C:10]2[C:9](=[O:11])[NH:8][CH:7]=[N:6][C:5]=2[S:4][C:3]=1[S:13]([Cl:12])(=[O:15])=[O:14]. (4) Given the reactants [Cl:1][C:2]1[C:3]([CH3:24])=[C:4]([CH2:8][NH:9][C:10]2[N:11]=[C:12]([N:18]3[CH2:23][CH2:22][O:21][CH2:20][CH2:19]3)[S:13][C:14]=2[C:15]([NH2:17])=[O:16])[CH:5]=[CH:6][CH:7]=1.[CH3:25][S:26][CH2:27][C:28](Cl)=O, predict the reaction product. The product is: [Cl:1][C:2]1[C:3]([CH3:24])=[C:4]([CH2:8][N:9]2[C:10]3[N:11]=[C:12]([N:18]4[CH2:19][CH2:20][O:21][CH2:22][CH2:23]4)[S:13][C:14]=3[C:15](=[O:16])[N:17]=[C:28]2[CH2:27][S:26][CH3:25])[CH:5]=[CH:6][CH:7]=1. (5) Given the reactants [NH:1]1[CH:5]=[C:4]([C:6]2[S:7][CH:8]=[C:9]([C:11]([O:13]CC)=[O:12])[N:10]=2)[N:3]=[CH:2]1.[Li], predict the reaction product. The product is: [NH:1]1[CH:5]=[C:4]([C:6]2[S:7][CH:8]=[C:9]([C:11]([OH:13])=[O:12])[N:10]=2)[N:3]=[CH:2]1.